The task is: Regression/Classification. Given a drug SMILES string, predict its absorption, distribution, metabolism, or excretion properties. Task type varies by dataset: regression for continuous measurements (e.g., permeability, clearance, half-life) or binary classification for categorical outcomes (e.g., BBB penetration, CYP inhibition). Dataset: cyp2c19_veith.. This data is from CYP2C19 inhibition data for predicting drug metabolism from PubChem BioAssay. (1) The result is 1 (inhibitor). The compound is Fc1ccc(Nc2ccnc(-c3ccc4c(c3)OCO4)n2)cc1. (2) The molecule is CCOC(=O)c1ccc(NC(=O)C2(c3ccc(OC)cc3)CCOCC2)cc1. The result is 1 (inhibitor).